Dataset: Experimentally validated miRNA-target interactions with 360,000+ pairs, plus equal number of negative samples. Task: Binary Classification. Given a miRNA mature sequence and a target amino acid sequence, predict their likelihood of interaction. The miRNA is rno-miR-328a-3p with sequence CUGGCCCUCUCUGCCCUUCCGU. The protein sequence of the target gene is MSSAQCPALVCVMSRLRFWGPWPLLMWQLLWLLVKEAQPLEWVKDPLQLTSNPLGPPDSWSSHSSHFPRESPHAPTLPADPWDFDHLGPSASSEMPAPPQESTENLVPFLDTWDSAGEQPLEPEQFLASQQDLKDKLSPQERLPVSPKKLKKDPAQRWSLAEIIGITRQLSTPQSQKQTLQNEYSSTDTPYPGSLPPELRVKSDEPPGPSEQVGPSQFHLEPETQNPETLEDIQSSSLQQEAPAQLPQLLEEEPSSMQQEAPALPPESSMESLTLPNHEVSVQPPGEDQAYYHLPNITVK.... Result: 0 (no interaction).